This data is from Reaction yield outcomes from USPTO patents with 853,638 reactions. The task is: Predict the reaction yield, written as a fraction of the theoretical maximum amount of product (1.0 means a 100% yield; for example, 0.34 means a 34% yield). (1) The catalyst is C1COCC1. The yield is 0.268. The product is [Cl:27][C:23]1[CH:22]=[C:21]([C:18]2[O:19][N:20]=[C:16]3[CH:15]=[CH:14][C:13]([CH:34]([C:33]4[CH:36]=[CH:37][C:30]([F:29])=[CH:31][CH:32]=4)[OH:35])=[CH:28][C:17]=23)[CH:26]=[CH:25][CH:24]=1. The reactants are [Li]CCCC.CCCCCC.Br[C:13]1[CH:14]=[CH:15][C:16]2[C:17]([CH:28]=1)=[C:18]([C:21]1[CH:26]=[CH:25][CH:24]=[C:23]([Cl:27])[CH:22]=1)[O:19][N:20]=2.[F:29][C:30]1[CH:37]=[CH:36][C:33]([CH:34]=[O:35])=[CH:32][CH:31]=1. (2) The reactants are C[Si](C=[N+]=[N-])(C)C.[CH3:8]CCCCC.[Br:14][C:15]1[CH:20]=[CH:19][C:18]([CH:21]([OH:25])[C:22]([OH:24])=[O:23])=[CH:17][CH:16]=1.CO. The catalyst is C1C=CC=CC=1. The product is [CH3:8][O:23][C:22](=[O:24])[CH:21]([C:18]1[CH:17]=[CH:16][C:15]([Br:14])=[CH:20][CH:19]=1)[OH:25]. The yield is 0.930. (3) The reactants are Br[C:2]1[CH:3]=[N:4][CH:5]=[C:6]([O:8][CH:9]([F:11])[F:10])[CH:7]=1.CC1(C)C(C)(C)[O:16][B:15](B2OC(C)(C)C(C)(C)O2)[O:14]1.C([O-])(=O)C.[K+].O. The catalyst is O1CCOCC1.C1(P(C2C=CC=CC=2)[C-]2C=CC=C2)C=CC=CC=1.[C-]1(P(C2C=CC=CC=2)C2C=CC=CC=2)C=CC=C1.[Fe+2].C(OCC)(=O)C. The product is [F:10][CH:9]([F:11])[O:8][C:6]1[CH:7]=[C:2]([B:15]([OH:16])[OH:14])[CH:3]=[N:4][CH:5]=1. The yield is 0.720. (4) The reactants are [CH2:1]([N:3]([CH2:26][CH2:27][C:28]1[CH:33]=[CH:32][CH:31]=[CH:30][N:29]=1)[C:4](=[O:25])[CH2:5][CH2:6][C:7]1[CH:24]=[CH:23][C:10]([O:11][CH2:12][C:13]2[CH:22]=[CH:21][CH:20]=[CH:19][C:14]=2[C:15]([O:17]C)=[O:16])=[CH:9][CH:8]=1)[CH3:2].[OH-].[Li+].Cl. The catalyst is C1COCC1.O. The product is [CH2:1]([N:3]([CH2:26][CH2:27][C:28]1[CH:33]=[CH:32][CH:31]=[CH:30][N:29]=1)[C:4](=[O:25])[CH2:5][CH2:6][C:7]1[CH:8]=[CH:9][C:10]([O:11][CH2:12][C:13]2[CH:22]=[CH:21][CH:20]=[CH:19][C:14]=2[C:15]([OH:17])=[O:16])=[CH:23][CH:24]=1)[CH3:2]. The yield is 0.206. (5) The reactants are Cl[C:2]1[N:7]=[C:6]([O:8][CH3:9])[N:5]=[C:4]([NH:10][CH2:11][CH2:12][C:13]2[CH:18]=[CH:17][C:16]([C:19]([F:22])([F:21])[F:20])=[CH:15][C:14]=2[F:23])[CH:3]=1.[C:24]([CH2:27][C:28]1[C:36]2[C:31](=[CH:32][CH:33]=[C:34](B(O)O)[CH:35]=2)[NH:30][CH:29]=1)([OH:26])=[O:25].C([O-])([O-])=O.[Cs+].[Cs+]. The catalyst is C1(C)C=CC=CC=1.CCO.O. The product is [F:23][C:14]1[CH:15]=[C:16]([C:19]([F:22])([F:21])[F:20])[CH:17]=[CH:18][C:13]=1[CH2:12][CH2:11][NH:10][C:4]1[N:5]=[C:6]([O:8][CH3:9])[N:7]=[C:2]([C:34]2[CH:35]=[C:36]3[C:31](=[CH:32][CH:33]=2)[NH:30][CH:29]=[C:28]3[CH2:27][C:24]([OH:26])=[O:25])[CH:3]=1. The yield is 0.170.